Dataset: Experimentally validated miRNA-target interactions with 360,000+ pairs, plus equal number of negative samples. Task: Binary Classification. Given a miRNA mature sequence and a target amino acid sequence, predict their likelihood of interaction. (1) The miRNA is hsa-miR-525-5p with sequence CUCCAGAGGGAUGCACUUUCU. The protein sequence of the target gene is MPGKLKVKIVAGRHLPVMDRASDLTDAFVEVKFGNTTFKTDVYLKSLNPQWNSEWFKFEVDDEDLQDEPLQITVLDHDTYSANDAIGKVYIDIDPLLYSEAATVISGWFPIYDTIHGIRGEINVVVKVDLFNDLNRFRQSSCGVKFFCTTSIPKCYRAVIIHGFVEELVVNEDPEYQWIDRIRTPRASNEARQRLISLMSGELQRKIGLKVLEMRGNAVVGYLQCFDLEGESGLVVRAIGTACTLDKLSSPAAFLPACNSPSKEMKEIPFNEDPNPNTHSSGPSTPLKNQTYSFSPSKSY.... Result: 1 (interaction). (2) The miRNA is hsa-miR-3605-5p with sequence UGAGGAUGGAUAGCAAGGAAGCC. The protein sequence of the target gene is MDCCTESACSKPDDDILDIPLDDPGANAAAAKIQASFRGHMARKKIKSGECGRKGPGPGGPGGAGGARGGAGGGPSGD. Result: 0 (no interaction). (3) The miRNA is hsa-miR-6086 with sequence GGAGGUUGGGAAGGGCAGAG. The protein sequence of the target gene is MTSFEDADTEETVTCLQMTVYHPGQLQCGIFQSISFNREKLPSSEVVKFGRNSNICHYTFQDKQVSRVQFSLQLFKKFNSSVLSFEIKNMSKKTNLIVDSRELGYLNKMDLPYRCMVRFGEYQFLMEKEDGESLEFFETQFILSPRSLLQENNWPPHRPIPEYGTYSLCSSQSSSPTEMDENES. Result: 1 (interaction). (4) The miRNA is hsa-miR-887-5p with sequence CUUGGGAGCCCUGUUAGACUC. The protein sequence of the target gene is MSESELGRKWDRCLADAVVKIGTGFGLGIVFSLTFFKRRMWPLAFGSGMGLGMAYSNCQHDFQAPYLLHGKYVKEQEQ. Result: 1 (interaction). (5) The miRNA is mmu-miR-363-5p with sequence CAGGUGGAACACGAUGCAAUUU. The protein sequence of the target gene is MKNPFAHLAEPLDAAQPGKRFFNLNKLEDSRYGRLPFSIRVLLEAAVRNCDEFLVKKNDIENILNWNVMQHKNIEVPFKPARVILQDFTGVPAVVDFAAMRDAVKKLGGNPEKINPVCPADLVIDHSIQVDFNRRADSLQKNQDLEFERNKERFEFLKWGSQAFCNMRIIPPGSGIIHQVNLEYLARVVFDQDGCYYPDSLVGTDSHTTMIDGLGVLGWGVGGIEAEAVMLGQPISMVLPQVIGYKLMGKPHPLVTSTDIVLTITKHLRQVGVVGKFVEFFGPGVAQLSIADRATIANMC.... Result: 1 (interaction). (6) The miRNA is hsa-miR-4451 with sequence UGGUAGAGCUGAGGACA. The protein sequence of the target gene is MPRPGTSGRRPLLLVLLLPLFAAATSAASPSPSPSQVVEVPGVPSRPASVAVCRCCPGQTSRRSRCIRAFCRVRSCQPKKCAGPQRCLNPVPAVPSPSPSVRKRQVSLNWQPLTLQEARALLKRRRPRGPGGRGLLRRRPPQRAPAGKAPVLCPLICHNGGVCVKPDRCLCPPDFAGKFCQLHSSGARPPAPAVPGLTRSVYTMPLANHRDDEHGVASMVSVHVEHPQEASVVVHQVERVSGPWEEADAEAVARAEAAARAEAAAPYTVLAQSAPREDGYSDASGFGYCFRELRGGECAS.... Result: 0 (no interaction). (7) The miRNA is hsa-miR-6805-5p with sequence UAGGGGGCGGCUUGUGGAGUGU. The protein sequence of the target gene is MAAAGAAVARSPGIGAGPALRARRSPPPRAARLPRLLVLLAAAAVGPGAGGAARLYRAGEDAVWVLDSGSVRGATANSSAAWLVQFYSSWCGHCIGYAPTWRALAGDVRDWASAIRVAALDCMEEKNQAVCHDYDIHFYPTFRYFKAFTKEFTTGENFKGPDRELRTVRQTMIDFLQNHTEGSRPPACPRLDPIQPSDVLSLLDNRGSHYVAIVFESNSSYLGREVILDLIPYESIVVTRALDGDKAFLEKLGVSSVPSCYLIYPNGSHGLINVVKPLRAFFSSYLKSLPDVRKKSLPLP.... Result: 1 (interaction). (8) The miRNA is hsa-miR-450b-3p with sequence UUGGGAUCAUUUUGCAUCCAUA. The protein sequence of the target gene is MFQFHAGSWESWCCCCLIPADRPWDRGQHWQLEMADTRSVHETRFEAAVKVIQSLPKNGSFQPTNEMMLKFYSFYKQATEGPCKLSRPGFWDPIGRYKWDAWSSLGDMTKEEAMIAYVEEMKKIIETMPMTEKVEELLRVIGPFYEIVEDKKSGRSSDITSVRLEKISKCLEDLGNVLTSTPNAKTVNGKAESSDSGAESEEEEAQEEVKGAEQSDNDKKMMKKSADHKNLEVIVTNGYDKDGFVQDIQNDIHASSSLNGRSTEEVKPIDENLGQTGKSAVCIHQDINDDHVEDVTGIQH.... Result: 0 (no interaction). (9) The miRNA is hsa-miR-4288 with sequence UUGUCUGCUGAGUUUCC. The protein sequence of the target gene is MACTKTLQQSQPISAGATTTTTAVAPAGGHSGSTECDLECLVCREPYSCPRLPKLLACQHAFCAICLKLLLCVQDNTWSITCPLCRKVTAVPGGLICSLRDHEAVVGQLAQPCTEVSLCPQGLVDPADLAAGHPSLVGEDGQDEVSANHVAARRLAAHLLLLALLIILIGPFIYPGVLRWVLTFIIALALLMSTLFCCLPSTRGSCWPSSRTLFCREQKHSHISSIA. Result: 0 (no interaction).